This data is from Full USPTO retrosynthesis dataset with 1.9M reactions from patents (1976-2016). The task is: Predict the reactants needed to synthesize the given product. Given the product [Cl:20][C:21]1[S:22][C:23]([Cl:42])=[CH:24][C:25]=1[S:26]([NH:29][C:30]1[N:35]=[CH:34][C:33]([C:36]([O:38][CH3:39])=[O:37])=[CH:32][C:31]=1[OH:40])(=[O:27])=[O:28], predict the reactants needed to synthesize it. The reactants are: BrC1C=C(S(NC2C(O)=CC(Cl)=CN=2)(=O)=O)C=NC=1.[Cl:20][C:21]1[S:22][C:23]([Cl:42])=[CH:24][C:25]=1[S:26]([NH:29][C:30]1[N:35]=[CH:34][C:33]([C:36]([O:38][CH3:39])=[O:37])=[CH:32][C:31]=1[O:40]C)(=[O:28])=[O:27].BrC1C=C(S(NC2C(OC)=CC(Cl)=CN=2)(=O)=O)C=NC=1.B(Br)(Br)Br.